From a dataset of Catalyst prediction with 721,799 reactions and 888 catalyst types from USPTO. Predict which catalyst facilitates the given reaction. (1) Reactant: [C:1]([O:5][C:6]([NH:8][CH2:9][CH2:10][C:11]1[CH:19]=[CH:18][C:14]([C:15]([OH:17])=O)=[CH:13][CH:12]=1)=[O:7])([CH3:4])([CH3:3])[CH3:2].C(N(CC)C(C)C)C.[CH2:28]([NH2:35])[C:29]1[CH:34]=[CH:33][CH:32]=[CH:31][CH:30]=1.CN(C(ON1N=NC2C=CC=NC1=2)=[N+](C)C)C.F[P-](F)(F)(F)(F)F. Product: [C:1]([O:5][C:6](=[O:7])[NH:8][CH2:9][CH2:10][C:11]1[CH:12]=[CH:13][C:14]([C:15](=[O:17])[NH:35][CH2:28][C:29]2[CH:34]=[CH:33][CH:32]=[CH:31][CH:30]=2)=[CH:18][CH:19]=1)([CH3:2])([CH3:3])[CH3:4]. The catalyst class is: 5. (2) Reactant: O.[C:2]([OH:6])(=[O:5])[CH:3]=[O:4].[C:7](=[O:17])([O:9][CH2:10][C:11]1[CH:16]=[CH:15][CH:14]=[CH:13][CH:12]=1)[NH2:8]. Product: [CH2:10]([O:9][C:7]([NH:8][CH:3]([OH:4])[C:2]([OH:6])=[O:5])=[O:17])[C:11]1[CH:16]=[CH:15][CH:14]=[CH:13][CH:12]=1. The catalyst class is: 28. (3) Reactant: C([O-])([O-])=O.[K+].[K+].Br[CH2:8][CH2:9][CH2:10][OH:11].[Cl:12][C:13]1[CH:18]=[CH:17][C:16]([C:19]2[CH:20]=[CH:21][C:22]([C:25]#[C:26][C:27]3[CH:41]=[CH:40][C:30]([O:31][CH2:32][CH2:33][NH:34][CH2:35][C:36]4([OH:39])[CH2:38][CH2:37]4)=[CH:29][CH:28]=3)=[N:23][CH:24]=2)=[CH:15][CH:14]=1. Product: [Cl:12][C:13]1[CH:14]=[CH:15][C:16]([C:19]2[CH:20]=[CH:21][C:22]([C:25]#[C:26][C:27]3[CH:28]=[CH:29][C:30]([O:31][CH2:32][CH2:33][N:34]([CH2:35][C:36]4([OH:39])[CH2:38][CH2:37]4)[CH2:8][CH2:9][CH2:10][OH:11])=[CH:40][CH:41]=3)=[N:23][CH:24]=2)=[CH:17][CH:18]=1. The catalyst class is: 3. (4) Reactant: [N+:1]([C:4]1[CH:5]=[CH:6][C:7]2[C:11]3[CH:12]=[CH:13][CH:14]=[CH:15][C:10]=3[O:9][C:8]=2[CH:16]=1)([O-])=O. Product: [CH:6]1[C:7]2[C:11]3[CH:12]=[CH:13][CH:14]=[CH:15][C:10]=3[O:9][C:8]=2[CH:16]=[C:4]([NH2:1])[CH:5]=1. The catalyst class is: 470. (5) Product: [CH3:35][O:34][C:28]1[CH:27]=[C:26]([C:16]2[C:8]([C:9]([O:11][CH3:12])=[O:10])=[C:5]3[N:6]([C:22](=[O:23])[C:17]=2[C:18]([O:20][CH3:21])=[O:19])[CH:7]=[C:2]([F:1])[CH:3]=[CH:4]3)[CH:31]=[CH:30][C:29]=1[O:32][CH3:33]. The catalyst class is: 3. Reactant: [F:1][C:2]1[CH:3]=[CH:4][C:5]([CH2:8][C:9]([O:11][CH3:12])=[O:10])=[N:6][CH:7]=1.[H-].[Na+].Cl[C:16]([C:26]1[CH:31]=[CH:30][C:29]([O:32][CH3:33])=[C:28]([O:34][CH3:35])[CH:27]=1)=[C:17]([C:22](OC)=[O:23])[C:18]([O:20][CH3:21])=[O:19].